Task: Regression. Given a peptide amino acid sequence and an MHC pseudo amino acid sequence, predict their binding affinity value. This is MHC class I binding data.. Dataset: Peptide-MHC class I binding affinity with 185,985 pairs from IEDB/IMGT The peptide sequence is ALTLNTMTK. The MHC is HLA-B27:05 with pseudo-sequence HLA-B27:05. The binding affinity (normalized) is 0.0847.